From a dataset of Forward reaction prediction with 1.9M reactions from USPTO patents (1976-2016). Predict the product of the given reaction. (1) Given the reactants [Br:1][C:2]1[C:7]([CH3:8])=[CH:6][C:5]([N:9]2[C:18]3[C:13](=[CH:14][C:15]([S:19](OC4C(F)=C(F)C(F)=C(F)C=4F)(=[O:21])=[O:20])=[CH:16][CH:17]=3)[CH:12]=[CH:11][C:10]2=[O:34])=[C:4]([O:35][CH3:36])[CH:3]=1.C1COCC1.[N:42]1[CH:47]=[CH:46][CH:45]=[N:44][C:43]=1[NH2:48].C[Si]([N-][Si](C)(C)C)(C)C.[Li+], predict the reaction product. The product is: [Br:1][C:2]1[C:7]([CH3:8])=[CH:6][C:5]([N:9]2[C:18]3[C:13](=[CH:14][C:15]([S:19]([NH:48][C:43]4[N:44]=[CH:45][CH:46]=[CH:47][N:42]=4)(=[O:21])=[O:20])=[CH:16][CH:17]=3)[CH:12]=[CH:11][C:10]2=[O:34])=[C:4]([O:35][CH3:36])[CH:3]=1. (2) The product is: [F:18][C:17]1[CH:16]=[CH:15][CH:14]=[C:13]([C:19]2[N:20]=[CH:21][CH:22]=[CH:23][N:24]=2)[C:12]=1[C:10]([N:4]1[CH2:5][CH2:6][CH2:7][C@@H:8]([CH3:9])[C@H:3]1[CH2:2][NH:1][C:26]1[CH:31]=[CH:30][C:29]([C:32]([F:35])([F:34])[F:33])=[CH:28][N:27]=1)=[O:11]. Given the reactants [NH2:1][CH2:2][C@@H:3]1[C@H:8]([CH3:9])[CH2:7][CH2:6][CH2:5][N:4]1[C:10]([C:12]1[C:17]([F:18])=[CH:16][CH:15]=[CH:14][C:13]=1[C:19]1[N:24]=[CH:23][CH:22]=[CH:21][N:20]=1)=[O:11].F[C:26]1[CH:31]=[CH:30][C:29]([C:32]([F:35])([F:34])[F:33])=[CH:28][N:27]=1, predict the reaction product. (3) Given the reactants [Br:1][C:2]1[CH:19]=[CH:18][C:5]([CH2:6][CH:7]2[C:11](=[O:12])[CH:10]=[C:9]([O:13]CC(C)C)[CH2:8]2)=[CH:4][CH:3]=1, predict the reaction product. The product is: [Br:1][C:2]1[CH:3]=[CH:4][C:5]([CH2:6][CH:7]2[C:11](=[O:12])[CH:10]=[C:9]([OH:13])[CH2:8]2)=[CH:18][CH:19]=1.